Dataset: NCI-60 drug combinations with 297,098 pairs across 59 cell lines. Task: Regression. Given two drug SMILES strings and cell line genomic features, predict the synergy score measuring deviation from expected non-interaction effect. (1) Drug 1: CC1CCC2CC(C(=CC=CC=CC(CC(C(=O)C(C(C(=CC(C(=O)CC(OC(=O)C3CCCCN3C(=O)C(=O)C1(O2)O)C(C)CC4CCC(C(C4)OC)OCCO)C)C)O)OC)C)C)C)OC. Drug 2: B(C(CC(C)C)NC(=O)C(CC1=CC=CC=C1)NC(=O)C2=NC=CN=C2)(O)O. Cell line: SNB-75. Synergy scores: CSS=10.7, Synergy_ZIP=-2.22, Synergy_Bliss=-3.48, Synergy_Loewe=-10.5, Synergy_HSA=-2.76. (2) Drug 1: CN(C)N=NC1=C(NC=N1)C(=O)N. Drug 2: CCCCCOC(=O)NC1=NC(=O)N(C=C1F)C2C(C(C(O2)C)O)O. Cell line: MCF7. Synergy scores: CSS=2.09, Synergy_ZIP=-0.456, Synergy_Bliss=-0.410, Synergy_Loewe=-2.33, Synergy_HSA=-1.69. (3) Drug 1: CNC(=O)C1=CC=CC=C1SC2=CC3=C(C=C2)C(=NN3)C=CC4=CC=CC=N4. Drug 2: CC(CN1CC(=O)NC(=O)C1)N2CC(=O)NC(=O)C2. Cell line: MALME-3M. Synergy scores: CSS=9.46, Synergy_ZIP=-3.32, Synergy_Bliss=5.34, Synergy_Loewe=2.40, Synergy_HSA=4.00.